This data is from Peptide-MHC class I binding affinity with 185,985 pairs from IEDB/IMGT. The task is: Regression. Given a peptide amino acid sequence and an MHC pseudo amino acid sequence, predict their binding affinity value. This is MHC class I binding data. (1) The peptide sequence is PLALEGSLQ. The MHC is HLA-A31:01 with pseudo-sequence HLA-A31:01. The binding affinity (normalized) is 0.0220. (2) The peptide sequence is QIYAGIKVR. The MHC is HLA-B53:01 with pseudo-sequence HLA-B53:01. The binding affinity (normalized) is 0. (3) The binding affinity (normalized) is 0.467. The peptide sequence is AENGELTEI. The MHC is HLA-B44:03 with pseudo-sequence HLA-B44:03. (4) The binding affinity (normalized) is 0.260. The MHC is HLA-A30:02 with pseudo-sequence HLA-A30:02. The peptide sequence is SMKSVQNNTV. (5) The peptide sequence is VLQQIFHSS. The MHC is HLA-B18:01 with pseudo-sequence HLA-B18:01. The binding affinity (normalized) is 0.0847. (6) The peptide sequence is IEDKNLYMF. The MHC is HLA-B40:01 with pseudo-sequence HLA-B40:01. The binding affinity (normalized) is 0.763. (7) The peptide sequence is IMDNSAKYV. The MHC is HLA-A02:06 with pseudo-sequence HLA-A02:06. The binding affinity (normalized) is 0.264. (8) The peptide sequence is HPSDGKCNL. The MHC is HLA-B53:01 with pseudo-sequence HLA-B53:01. The binding affinity (normalized) is 0.251. (9) The peptide sequence is REVFYFGKF. The MHC is HLA-B57:01 with pseudo-sequence HLA-B57:01. The binding affinity (normalized) is 0.0847. (10) The binding affinity (normalized) is 0.0142. The MHC is HLA-A02:02 with pseudo-sequence HLA-A02:02. The peptide sequence is EVKLFIVPDA.